From a dataset of HIV replication inhibition screening data with 41,000+ compounds from the AIDS Antiviral Screen. Binary Classification. Given a drug SMILES string, predict its activity (active/inactive) in a high-throughput screening assay against a specified biological target. (1) The compound is O=Cc1c2ccccc2n2ccc3c4ccccc4[nH]c3c12. The result is 0 (inactive). (2) The drug is O=c1[nH]c2nc3ccccc3c(=O)n2c1=Cc1ccco1. The result is 0 (inactive). (3) The compound is Cc1nc2c(N)c3nc(C)n(N)c(=O)c3cc2c(=O)n1N. The result is 0 (inactive). (4) The molecule is O=[N+]([O-])O.c1c(N2CCOCC2)s[s+]c1N1CCOCC1. The result is 0 (inactive). (5) The drug is O=C(CCc1cc(O)cc(O)c1)NCCCNC(=O)CCc1cc(O)cc(O)c1. The result is 0 (inactive). (6) The molecule is CC(=O)C(=Cn1c(=S)[nH]c2ccc([N+](=O)[O-])cc21)C(=O)Nc1ccccc1C. The result is 0 (inactive).